This data is from Reaction yield outcomes from USPTO patents with 853,638 reactions. The task is: Predict the reaction yield, written as a fraction of the theoretical maximum amount of product (1.0 means a 100% yield; for example, 0.34 means a 34% yield). (1) The reactants are [NH2:1][C:2]1[CH:7]=[CH:6][C:5]([Br:8])=[CH:4][N:3]=1.Br[CH2:10][C:11](=O)[C:12]([O:14][CH2:15][CH3:16])=[O:13]. The catalyst is C(O)C. The product is [Br:8][C:5]1[CH:6]=[CH:7][C:2]2[N:3]([CH:10]=[C:11]([C:12]([O:14][CH2:15][CH3:16])=[O:13])[N:1]=2)[CH:4]=1. The yield is 0.730. (2) The reactants are [OH:1][CH:2]1[CH2:6][CH2:5][N:4]([C:7]([C:9]2[CH:14]=[C:13]([S:15]([CH3:18])(=[O:17])=[O:16])[CH:12]=[CH:11][C:10]=2[O:19][CH:20]([CH3:22])[CH3:21])=[O:8])[CH2:3]1.[F:23][C:24]1[CH:29]=[C:28]([N+:30]([O-:32])=[O:31])[CH:27]=[CH:26][C:25]=1O. No catalyst specified. The product is [F:23][C:24]1[CH:29]=[C:28]([N+:30]([O-:32])=[O:31])[CH:27]=[CH:26][C:25]=1[O:1][CH:2]1[CH2:6][CH2:5][N:4]([C:7]([C:9]2[CH:14]=[C:13]([S:15]([CH3:18])(=[O:17])=[O:16])[CH:12]=[CH:11][C:10]=2[O:19][CH:20]([CH3:22])[CH3:21])=[O:8])[CH2:3]1. The yield is 0.230. (3) The reactants are [OH:1][C:2]1[CH:15]=[CH:14][C:5]2[C@H:6]([CH2:9][C:10]([O:12][CH3:13])=[O:11])[CH2:7][O:8][C:4]=2[CH:3]=1.[C:16]([O:19][CH2:20][C:21]1[CH:26]=[C:25]([O:27][CH2:28][CH2:29][CH2:30][S:31]([CH3:34])(=[O:33])=[O:32])[CH:24]=[C:23]([CH3:35])[C:22]=1[C:36]1[CH:41]=[CH:40][CH:39]=[C:38]([CH2:42]O)[CH:37]=1)(=[O:18])[CH3:17].C(P(CCCC)CCCC)CCC.N(C(N1CCCCC1)=O)=NC(N1CCCCC1)=O. The catalyst is C1(C)C=CC=CC=1.CCCCCC. The product is [C:16]([O:19][CH2:20][C:21]1[CH:26]=[C:25]([O:27][CH2:28][CH2:29][CH2:30][S:31]([CH3:34])(=[O:33])=[O:32])[CH:24]=[C:23]([CH3:35])[C:22]=1[C:36]1[CH:41]=[CH:40][CH:39]=[C:38]([CH2:42][O:1][C:2]2[CH:15]=[CH:14][C:5]3[C@H:6]([CH2:9][C:10]([O:12][CH3:13])=[O:11])[CH2:7][O:8][C:4]=3[CH:3]=2)[CH:37]=1)(=[O:18])[CH3:17]. The yield is 0.790. (4) The reactants are Cl.[S:2]1[CH2:6][CH2:5][NH:4][CH:3]1[C:7]([O:9][CH3:10])=[O:8].[N+:11]([C:14]1[CH:22]=[CH:21][C:17]([C:18](Cl)=[O:19])=[CH:16][CH:15]=1)([O-:13])=[O:12]. The catalyst is C(Cl)Cl.CN(C1C=CN=CC=1)C. The product is [N+:11]([C:14]1[CH:15]=[CH:16][C:17]([C:18]([N:4]2[CH2:5][CH2:6][S:2][CH:3]2[C:7]([O:9][CH3:10])=[O:8])=[O:19])=[CH:21][CH:22]=1)([O-:13])=[O:12]. The yield is 0.680.